From a dataset of Reaction yield outcomes from USPTO patents with 853,638 reactions. Predict the reaction yield, written as a fraction of the theoretical maximum amount of product (1.0 means a 100% yield; for example, 0.34 means a 34% yield). (1) The reactants are [CH3:1][O:2][C:3](=[O:12])[C:4]1[CH:9]=[C:8]([F:10])[CH:7]=[CH:6][C:5]=1[NH2:11].[Br:13][C:14]1[CH:15]=[C:16]([CH:19]=[CH:20][CH:21]=1)[CH:17]=O.[CH2:22]=[C:23]([CH3:25])[CH3:24].FC(F)(F)S([O-])(=O)=O.[Yb+3].FC(F)(F)S([O-])(=O)=O.FC(F)(F)S([O-])(=O)=O. The catalyst is C(#N)C.C(OCC)(=O)C. The product is [CH3:1][O:2][C:3]([C:4]1[CH:9]=[C:8]([F:10])[CH:7]=[C:6]2[C:5]=1[NH:11][CH:17]([C:16]1[CH:19]=[CH:20][CH:21]=[C:14]([Br:13])[CH:15]=1)[CH2:22][C:23]2([CH3:25])[CH3:24])=[O:12]. The yield is 0.510. (2) The reactants are [CH:1]([C:4]1[CH:9]=[CH:8][C:7]([CH:10]2[C:14]3[C:15]([CH3:22])=[C:16]([NH2:21])[C:17]([CH3:20])=[C:18]([CH3:19])[C:13]=3[O:12][C:11]2([CH3:24])[CH3:23])=[CH:6][CH:5]=1)([CH3:3])[CH3:2].[CH3:25][O:26][C:27]1[CH:28]=[C:29]([CH:33]=[CH:34][C:35]=1[O:36][CH3:37])[C:30](Cl)=[O:31]. The catalyst is C(OCC)(=O)C.CCCCCC. The product is [CH:1]([C:4]1[CH:9]=[CH:8][C:7]([CH:10]2[C:14]3[C:15]([CH3:22])=[C:16]([NH:21][C:30](=[O:31])[C:29]4[CH:33]=[CH:34][C:35]([O:36][CH3:37])=[C:27]([O:26][CH3:25])[CH:28]=4)[C:17]([CH3:20])=[C:18]([CH3:19])[C:13]=3[O:12][C:11]2([CH3:24])[CH3:23])=[CH:6][CH:5]=1)([CH3:3])[CH3:2]. The yield is 0.710. (3) The reactants are [O:1]=[C:2]1[CH2:7][NH:6][CH2:5][CH2:4][N:3]1[C:8]1[CH:13]=[CH:12][C:11]([S:14]([NH:17][C:18]2[S:19][CH:20]=[CH:21][N:22]=2)(=[O:16])=[O:15])=[CH:10][CH:9]=1.[Cl:23][C:24]1[CH:25]=[C:26]2[C:30](=[CH:31][CH:32]=1)[N:29]([CH:33]([CH3:37])[C:34](O)=[O:35])[C:28]([CH3:38])=[CH:27]2.CN(C(ON1N=NC2C=CC=NC1=2)=[N+](C)C)C.F[P-](F)(F)(F)(F)F.C(=O)(O)[O-].[Na+]. The catalyst is CN(C=O)C. The product is [Cl:23][C:24]1[CH:25]=[C:26]2[C:30](=[CH:31][CH:32]=1)[N:29]([CH:33]([CH3:37])[C:34]([N:6]1[CH2:5][CH2:4][N:3]([C:8]3[CH:9]=[CH:10][C:11]([S:14]([NH:17][C:18]4[S:19][CH:20]=[CH:21][N:22]=4)(=[O:16])=[O:15])=[CH:12][CH:13]=3)[C:2](=[O:1])[CH2:7]1)=[O:35])[C:28]([CH3:38])=[CH:27]2. The yield is 0.320. (4) The reactants are [CH:1]1[CH:6]=[C:5]2[C:7]([NH:9][C:10]([NH:12][C:4]2=[CH:3][CH:2]=1)=O)=[O:8].[Li]C(C)(C)C.C(=O)=O. The catalyst is C1COCC1.CCOC(C)=O. The product is [CH:1]1[CH:2]=[CH:3][C:4]2[N:12]=[CH:10][NH:9][C:7](=[O:8])[C:5]=2[CH:6]=1. The yield is 0.430.